Dataset: Experimental lipophilicity measurements (octanol/water distribution) for 4,200 compounds from AstraZeneca. Task: Regression/Classification. Given a drug SMILES string, predict its absorption, distribution, metabolism, or excretion properties. Task type varies by dataset: regression for continuous measurements (e.g., permeability, clearance, half-life) or binary classification for categorical outcomes (e.g., BBB penetration, CYP inhibition). For this dataset (lipophilicity_astrazeneca), we predict Y. (1) The molecule is NC1(c2ccc(-c3nn4cccc4cc3-c3ccccc3)cc2)CCC1. The Y is 3.30 logD. (2) The compound is Cn1c(Nc2ccc(C(F)(F)F)cc2)nc2cc(Oc3ccnc(-c4ncc(C(F)(F)F)[nH]4)c3)ccc21. The Y is 3.45 logD. (3) The molecule is CCNC(=O)c1ccc(CN2CCC(c3ccc(C(=O)Nc4ccccc4N)cc3)CC2)cc1. The Y is 2.24 logD.